Dataset: Forward reaction prediction with 1.9M reactions from USPTO patents (1976-2016). Task: Predict the product of the given reaction. The product is: [CH3:9][O:10][C:11]1[CH:16]=[N:15][C:14]([N:17]2[CH:21]=[N:20][C:19]([NH:22][C:23](=[O:28])[C:24]([CH3:27])([CH3:26])[CH3:25])=[N:18]2)=[C:13]2[NH:29][CH:30]=[C:31]([C:33](=[O:38])[C:34]([O:36][CH3:37])=[O:35])[C:12]=12. Given the reactants [Al+3].[Cl-].[Cl-].[Cl-].[N+](C)([O-])=O.[CH3:9][O:10][C:11]1[CH:16]=[N:15][C:14]([N:17]2[CH:21]=[N:20][C:19]([NH:22][C:23](=[O:28])[C:24]([CH3:27])([CH3:26])[CH3:25])=[N:18]2)=[C:13]2[NH:29][CH:30]=[CH:31][C:12]=12.Cl[C:33](=[O:38])[C:34]([O:36][CH3:37])=[O:35], predict the reaction product.